From a dataset of NCI-60 drug combinations with 297,098 pairs across 59 cell lines. Regression. Given two drug SMILES strings and cell line genomic features, predict the synergy score measuring deviation from expected non-interaction effect. (1) Drug 1: C1CN1P(=S)(N2CC2)N3CC3. Drug 2: CNC(=O)C1=NC=CC(=C1)OC2=CC=C(C=C2)NC(=O)NC3=CC(=C(C=C3)Cl)C(F)(F)F. Cell line: HCT116. Synergy scores: CSS=13.8, Synergy_ZIP=-10.3, Synergy_Bliss=-7.82, Synergy_Loewe=-30.6, Synergy_HSA=-9.45. (2) Drug 1: COC1=C(C=C2C(=C1)N=CN=C2NC3=CC(=C(C=C3)F)Cl)OCCCN4CCOCC4. Drug 2: C1CN(CCN1C(=O)CCBr)C(=O)CCBr. Cell line: KM12. Synergy scores: CSS=35.7, Synergy_ZIP=-2.97, Synergy_Bliss=-3.14, Synergy_Loewe=10.9, Synergy_HSA=7.60. (3) Drug 1: C1CN(CCN1C(=O)CCBr)C(=O)CCBr. Drug 2: CC(C)CN1C=NC2=C1C3=CC=CC=C3N=C2N. Synergy scores: CSS=35.0, Synergy_ZIP=-1.22, Synergy_Bliss=-2.80, Synergy_Loewe=-2.75, Synergy_HSA=-3.14. Cell line: COLO 205. (4) Cell line: SK-OV-3. Drug 1: CC1=CC2C(CCC3(C2CCC3(C(=O)C)OC(=O)C)C)C4(C1=CC(=O)CC4)C. Drug 2: C1=CC=C(C(=C1)C(C2=CC=C(C=C2)Cl)C(Cl)Cl)Cl. Synergy scores: CSS=4.34, Synergy_ZIP=-0.721, Synergy_Bliss=-0.289, Synergy_Loewe=0.238, Synergy_HSA=0.228.